Dataset: Peptide-MHC class I binding affinity with 185,985 pairs from IEDB/IMGT. Task: Regression. Given a peptide amino acid sequence and an MHC pseudo amino acid sequence, predict their binding affinity value. This is MHC class I binding data. (1) The peptide sequence is STNTGNLKF. The MHC is HLA-A30:01 with pseudo-sequence HLA-A30:01. The binding affinity (normalized) is 0.162. (2) The peptide sequence is RLRYNLCKYL. The MHC is HLA-A68:02 with pseudo-sequence HLA-A68:02. The binding affinity (normalized) is 0.0886. (3) The peptide sequence is STSRSYMSF. The MHC is HLA-B27:05 with pseudo-sequence HLA-B27:05. The binding affinity (normalized) is 0.340. (4) The peptide sequence is KAYKIISLK. The MHC is HLA-A24:03 with pseudo-sequence HLA-A24:03. The binding affinity (normalized) is 0.0847. (5) The MHC is Patr-B0101 with pseudo-sequence Patr-B0101. The binding affinity (normalized) is 0. The peptide sequence is NAVAYYRGL. (6) The peptide sequence is PSPEFFTEL. The MHC is Patr-B0101 with pseudo-sequence Patr-B0101. The binding affinity (normalized) is 0.